Dataset: NCI-60 drug combinations with 297,098 pairs across 59 cell lines. Task: Regression. Given two drug SMILES strings and cell line genomic features, predict the synergy score measuring deviation from expected non-interaction effect. (1) Drug 1: C1CC(C1)(C(=O)O)C(=O)O.[NH2-].[NH2-].[Pt+2]. Drug 2: CCN(CC)CCNC(=O)C1=C(NC(=C1C)C=C2C3=C(C=CC(=C3)F)NC2=O)C. Cell line: NCI/ADR-RES. Synergy scores: CSS=0.00350, Synergy_ZIP=4.29, Synergy_Bliss=6.13, Synergy_Loewe=-0.304, Synergy_HSA=-0.356. (2) Drug 1: C1=C(C(=O)NC(=O)N1)F. Drug 2: C1=CC(=CC=C1CCCC(=O)O)N(CCCl)CCCl. Cell line: SN12C. Synergy scores: CSS=37.7, Synergy_ZIP=-4.45, Synergy_Bliss=-1.16, Synergy_Loewe=1.48, Synergy_HSA=3.93. (3) Synergy scores: CSS=9.03, Synergy_ZIP=-0.377, Synergy_Bliss=4.49, Synergy_Loewe=4.94, Synergy_HSA=3.54. Drug 2: C1C(C(OC1N2C=NC3=C(N=C(N=C32)Cl)N)CO)O. Drug 1: C1CC(=O)NC(=O)C1N2CC3=C(C2=O)C=CC=C3N. Cell line: SNB-75. (4) Drug 1: C1=CN(C(=O)N=C1N)C2C(C(C(O2)CO)O)O.Cl. Drug 2: CN(C(=O)NC(C=O)C(C(C(CO)O)O)O)N=O. Cell line: EKVX. Synergy scores: CSS=0.268, Synergy_ZIP=-0.967, Synergy_Bliss=-3.01, Synergy_Loewe=1.72, Synergy_HSA=-1.31. (5) Drug 1: C1=NC(=NC(=O)N1C2C(C(C(O2)CO)O)O)N. Drug 2: CN1C2=C(C=C(C=C2)N(CCCl)CCCl)N=C1CCCC(=O)O.Cl. Cell line: SR. Synergy scores: CSS=33.4, Synergy_ZIP=-0.623, Synergy_Bliss=2.75, Synergy_Loewe=-28.9, Synergy_HSA=3.03. (6) Drug 1: C1C(C(OC1N2C=C(C(=O)NC2=O)F)CO)O. Drug 2: N.N.Cl[Pt+2]Cl. Cell line: HOP-92. Synergy scores: CSS=28.3, Synergy_ZIP=-5.87, Synergy_Bliss=-4.86, Synergy_Loewe=-5.07, Synergy_HSA=-4.03. (7) Drug 1: CS(=O)(=O)C1=CC(=C(C=C1)C(=O)NC2=CC(=C(C=C2)Cl)C3=CC=CC=N3)Cl. Cell line: HOP-92. Drug 2: CC1=C2C(C(=O)C3(C(CC4C(C3C(C(C2(C)C)(CC1OC(=O)C(C(C5=CC=CC=C5)NC(=O)OC(C)(C)C)O)O)OC(=O)C6=CC=CC=C6)(CO4)OC(=O)C)O)C)O. Synergy scores: CSS=29.4, Synergy_ZIP=1.02, Synergy_Bliss=1.34, Synergy_Loewe=-41.9, Synergy_HSA=2.16. (8) Drug 1: CS(=O)(=O)CCNCC1=CC=C(O1)C2=CC3=C(C=C2)N=CN=C3NC4=CC(=C(C=C4)OCC5=CC(=CC=C5)F)Cl. Drug 2: CC1=C(C(=O)C2=C(C1=O)N3CC4C(C3(C2COC(=O)N)OC)N4)N. Cell line: LOX IMVI. Synergy scores: CSS=38.4, Synergy_ZIP=-2.11, Synergy_Bliss=-8.92, Synergy_Loewe=-36.9, Synergy_HSA=-8.44.